Dataset: Forward reaction prediction with 1.9M reactions from USPTO patents (1976-2016). Task: Predict the product of the given reaction. (1) Given the reactants [CH2:1]([NH:3][C:4](=[O:13])[C:5]1[CH:10]=[CH:9][C:8]([I:11])=[C:7]([OH:12])[CH:6]=1)[CH3:2].C(=O)([O-])[O-].[K+].[K+].FC(F)(F)S(O[CH2:26][C:27]([F:30])([F:29])[F:28])(=O)=O, predict the reaction product. The product is: [CH2:1]([NH:3][C:4](=[O:13])[C:5]1[CH:10]=[CH:9][C:8]([I:11])=[C:7]([O:12][CH2:26][C:27]([F:30])([F:29])[F:28])[CH:6]=1)[CH3:2]. (2) Given the reactants F[C:2](F)(F)[C:3]([OH:5])=O.FC(F)(F)C(O)=O.[NH2:15][CH2:16][C@H:17]1[CH2:22][CH2:21][C@H:20]([N:23]2[C:27]3=[C:28]4[S:34][CH:33]=[CH:32][C:29]4=[N:30][CH:31]=[C:26]3[N:25]=[C:24]2[C@H:35]([OH:37])[CH3:36])[CH2:19][CH2:18]1.C(N(CC)CC)C.C(OC(=O)C)(=O)C, predict the reaction product. The product is: [OH:37][C@@H:35]([C:24]1[N:23]([C@H:20]2[CH2:21][CH2:22][C@H:17]([CH2:16][NH:15][C:3](=[O:5])[CH3:2])[CH2:18][CH2:19]2)[C:27]2=[C:28]3[S:34][CH:33]=[CH:32][C:29]3=[N:30][CH:31]=[C:26]2[N:25]=1)[CH3:36].